Regression/Classification. Given a drug SMILES string, predict its toxicity properties. Task type varies by dataset: regression for continuous values (e.g., LD50, hERG inhibition percentage) or binary classification for toxic/non-toxic outcomes (e.g., AMES mutagenicity, cardiotoxicity, hepatotoxicity). Dataset: ames. From a dataset of Ames mutagenicity test results for genotoxicity prediction. (1) The result is 1 (mutagenic). The molecule is Nc1cccc(-c2ccccc2)c1. (2) The compound is O=C1CCOP(=O)(N(CCCl)CCCl)N1. The result is 1 (mutagenic).